Dataset: Full USPTO retrosynthesis dataset with 1.9M reactions from patents (1976-2016). Task: Predict the reactants needed to synthesize the given product. (1) Given the product [C:20]1([CH:7]([C:1]2[CH:2]=[CH:3][CH:4]=[CH:5][CH:6]=2)[CH2:8][CH2:9][NH:10][C:11]([C:12]2[CH:17]=[CH:16][C:15](=[O:18])[N:14]([CH2:27][CH2:28][O:29][CH3:30])[CH:13]=2)=[O:19])[CH:25]=[CH:24][CH:23]=[CH:22][CH:21]=1, predict the reactants needed to synthesize it. The reactants are: [C:1]1([CH:7]([C:20]2[CH:25]=[CH:24][CH:23]=[CH:22][CH:21]=2)[CH2:8][CH2:9][NH:10][C:11](=[O:19])[C:12]2[CH:17]=[CH:16][C:15]([OH:18])=[N:14][CH:13]=2)[CH:6]=[CH:5][CH:4]=[CH:3][CH:2]=1.Br[CH2:27][CH2:28][O:29][CH3:30]. (2) Given the product [F:14][C:2]1([F:1])[O:6][C:5]2[CH:7]=[CH:8][C:9]([C:11]([CH:19]3[C:20](=[O:22])[O:21][C:16]([CH3:24])([CH3:15])[O:17][C:18]3=[O:23])=[O:13])=[CH:10][C:4]=2[O:3]1, predict the reactants needed to synthesize it. The reactants are: [F:1][C:2]1([F:14])[O:6][C:5]2[CH:7]=[CH:8][C:9]([C:11]([OH:13])=O)=[CH:10][C:4]=2[O:3]1.[CH3:15][C:16]1([CH3:24])[O:21][C:20](=[O:22])[CH2:19][C:18](=[O:23])[O:17]1. (3) Given the product [Cl:5][C:6]1[CH:7]=[CH:8][C:9]([OH:22])=[C:10]([O:12][C:13]2[O:17][C:16]([C:18]([O:20][CH3:21])=[O:19])=[CH:15][CH:14]=2)[CH:11]=1, predict the reactants needed to synthesize it. The reactants are: B(Br)(Br)Br.[Cl:5][C:6]1[CH:7]=[CH:8][C:9]([O:22]C)=[C:10]([O:12][C:13]2[O:17][C:16]([C:18]([O:20][CH3:21])=[O:19])=[CH:15][CH:14]=2)[CH:11]=1. (4) Given the product [NH2:10][C@H:5]1[CH2:6][CH2:7][CH2:8][CH2:9][C@@H:4]1[CH2:3][C:1]#[N:2], predict the reactants needed to synthesize it. The reactants are: [C:1]([CH2:3][C@H:4]1[CH2:9][CH2:8][CH2:7][CH2:6][C@@H:5]1[NH:10]C(=O)OC(C)(C)C)#[N:2]. (5) The reactants are: C(Cl)(=O)C1C(=CC=CC=1)C(Cl)=O.C1(=O)OC(=O)C2=CC=CC=C12.[CH2:24]([N:28]([CH2:32][CH2:33][CH2:34][CH3:35])[C:29](Cl)=[O:30])[CH2:25][CH2:26][CH3:27]. Given the product [CH2:24]([N:28]([CH2:32][CH2:33][CH2:34][CH3:35])[CH:29]=[O:30])[CH2:25][CH2:26][CH3:27], predict the reactants needed to synthesize it. (6) Given the product [C:1](=[O:20])([O:18][CH3:19])[O:2][C:3]1[CH:8]=[C:7]([N+:9]([O-:11])=[O:10])[C:6]([N:26]2[CH2:27][CH2:28][N:23]([CH2:21][CH3:22])[CH2:24][CH2:25]2)=[CH:5][C:4]=1[CH:13]1[CH2:17][CH2:16][CH2:15][CH2:14]1, predict the reactants needed to synthesize it. The reactants are: [C:1](=[O:20])([O:18][CH3:19])[O:2][C:3]1[CH:8]=[C:7]([N+:9]([O-:11])=[O:10])[C:6](Br)=[CH:5][C:4]=1[CH:13]1[CH2:17][CH2:16][CH2:15][CH2:14]1.[CH2:21]([N:23]1[CH2:28][CH2:27][NH:26][CH2:25][CH2:24]1)[CH3:22].C(N(CC)CC)C.ClC(OC)=O. (7) Given the product [CH3:1][O:2][C:3]1[C:12]2[C:7](=[CH:8][CH:9]=[CH:10][CH:11]=2)[C:6]([O:13][CH3:14])=[C:5]([S:15][CH3:16])[C:4]=1/[CH:17]=[C:34](\[CH3:33])/[C:35]([O:37][CH2:38][CH3:39])=[O:36], predict the reactants needed to synthesize it. The reactants are: [CH3:1][O:2][C:3]1[C:12]2[C:7](=[CH:8][CH:9]=[CH:10][CH:11]=2)[C:6]([O:13][CH3:14])=[C:5]([S:15][CH3:16])[C:4]=1[CH:17]=O.COC1C2C(=CC=CC=2)C(OC)=CC=1/[CH:33]=[C:34](\C)/[C:35]([O:37][CH2:38][CH3:39])=[O:36]. (8) Given the product [N:11]1([S:8]([C:5]2[CH:6]=[CH:7][C:2]([N:17]3[CH2:22][CH2:21][CH:20]([CH2:23][OH:24])[CH2:19][CH2:18]3)=[CH:3][CH:4]=2)(=[O:10])=[O:9])[CH2:16][CH2:15][CH2:14][CH2:13][CH2:12]1, predict the reactants needed to synthesize it. The reactants are: F[C:2]1[CH:7]=[CH:6][C:5]([S:8]([N:11]2[CH2:16][CH2:15][CH2:14][CH2:13][CH2:12]2)(=[O:10])=[O:9])=[CH:4][CH:3]=1.[NH:17]1[CH2:22][CH2:21][CH:20]([CH2:23][OH:24])[CH2:19][CH2:18]1.C(=O)([O-])[O-].[K+].[K+]. (9) Given the product [CH3:1][O:2][C:3]1[CH:4]=[C:5]([C:6]2[N:8]=[C:9]3[N:13]([C:14]4[CH:19]=[CH:18][CH:17]=[CH:16][CH:15]=4)[N:12]=[CH:11][C:10]3=[C:20]([OH:25])[N:21]=2)[CH:22]=[CH:23][CH:24]=1, predict the reactants needed to synthesize it. The reactants are: [CH3:1][O:2][C:3]1[CH:4]=[C:5]([CH:22]=[CH:23][CH:24]=1)[C:6]([NH:8][C:9]1[N:13]([C:14]2[CH:19]=[CH:18][CH:17]=[CH:16][CH:15]=2)[N:12]=[CH:11][C:10]=1[C:20]#[N:21])=O.[OH-:25].[Na+].OO. (10) The reactants are: C(N(CC)CCN[C:7](=[O:34])/[CH:8]=[CH:9]/[C@@H:10]([NH:18][C:19]([NH:21][C:22]1[CH:27]=[CH:26][C:25]([C:28]2[CH:33]=[CH:32][CH:31]=[CH:30][CH:29]=2)=[CH:24][CH:23]=1)=[O:20])[CH2:11][C:12]1[CH:17]=[CH:16][CH:15]=[CH:14][CH:13]=1)C.[CH:37]([NH:40][CH2:41][CH2:42][NH2:43])([CH3:39])[CH3:38].C1C=CC2N(O)N=NC=2C=1.CCN=C=NCCCN(C)C. Given the product [CH:37]([NH:40][CH2:41][CH2:42][NH:43][C:7](=[O:34])/[CH:8]=[CH:9]/[C@@H:10]([NH:18][C:19]([NH:21][C:22]1[CH:23]=[CH:24][C:25]([C:28]2[CH:29]=[CH:30][CH:31]=[CH:32][CH:33]=2)=[CH:26][CH:27]=1)=[O:20])[CH2:11][C:12]1[CH:13]=[CH:14][CH:15]=[CH:16][CH:17]=1)([CH3:39])[CH3:38], predict the reactants needed to synthesize it.